From a dataset of Forward reaction prediction with 1.9M reactions from USPTO patents (1976-2016). Predict the product of the given reaction. (1) Given the reactants C([O:4][C:5]1[CH:14]=[C:13]([Br:15])[C:12]([CH2:16]Br)=[CH:11][C:6]=1[C:7]([O:9][CH3:10])=[O:8])(=O)C.C(N(CC)CC)C.[NH:25]1[CH2:30][CH2:29][O:28][CH2:27][CH2:26]1, predict the reaction product. The product is: [Br:15][C:13]1[C:12]([CH2:16][N:25]2[CH2:30][CH2:29][O:28][CH2:27][CH2:26]2)=[CH:11][C:6]([C:7]([O:9][CH3:10])=[O:8])=[C:5]([OH:4])[CH:14]=1. (2) The product is: [NH:6]1[C:5]2[CH:9]=[CH:10][C:2]([N:1]3[CH:15]([C:14]4[CH:17]=[CH:18][C:19]([O:20][CH2:21][CH2:22][CH3:23])=[C:12]([F:11])[CH:13]=4)[CH2:31][NH:30][C:35]3=[O:36])=[CH:3][C:4]=2[N:8]=[CH:7]1. Given the reactants [NH2:1][C:2]1[CH:10]=[CH:9][C:5]2[N:6]=[CH:7][NH:8][C:4]=2[CH:3]=1.[F:11][C:12]1[CH:13]=[C:14]([CH:17]=[CH:18][C:19]=1[O:20][CH2:21][CH2:22][CH3:23])[CH:15]=O.[Si](C#N)(C)(C)C.[N:30]1([C:35](N2C=CN=C2)=[O:36])C=CN=[CH:31]1, predict the reaction product.